Dataset: Full USPTO retrosynthesis dataset with 1.9M reactions from patents (1976-2016). Task: Predict the reactants needed to synthesize the given product. (1) Given the product [O:29]1[C:2]2([CH2:3][CH2:4][N:5]([C:8]3[C:13]([F:14])=[CH:12][C:11]([N:15]4[CH2:19][C@H:18]([CH2:20][NH:21][C:22](=[O:24])[CH3:23])[O:17][C:16]4=[O:25])=[CH:10][C:9]=3[F:26])[CH2:6][CH2:7]2)[O:1][CH2:27][CH2:28]1, predict the reactants needed to synthesize it. The reactants are: [O:1]=[C:2]1[CH2:7][CH2:6][N:5]([C:8]2[C:13]([F:14])=[CH:12][C:11]([N:15]3[CH2:19][C@H:18]([CH2:20][NH:21][C:22](=[O:24])[CH3:23])[O:17][C:16]3=[O:25])=[CH:10][C:9]=2[F:26])[CH2:4][CH2:3]1.[CH2:27](O)[CH2:28][OH:29].C1(C)C=CC(S(O)(=O)=O)=CC=1. (2) Given the product [OH:8][CH2:9][CH2:10][CH2:11][CH2:12][N:13]1[C:18](=[O:19])[CH:17]=[N:16][C:15]2[CH:20]=[CH:21][C:22]([O:24][CH3:25])=[N:23][C:14]1=2, predict the reactants needed to synthesize it. The reactants are: C([O:8][CH2:9][CH2:10][CH2:11][CH2:12][N:13]1[C:18](=[O:19])[CH:17]=[N:16][C:15]2[CH:20]=[CH:21][C:22]([O:24][CH3:25])=[N:23][C:14]1=2)C1C=CC=CC=1.